Dataset: Full USPTO retrosynthesis dataset with 1.9M reactions from patents (1976-2016). Task: Predict the reactants needed to synthesize the given product. (1) Given the product [CH2:1]([N:8]1[CH2:13][CH2:12][C:11]([OH:14])([C:16]([F:18])([F:17])[F:15])[CH2:10][CH2:9]1)[C:2]1[CH:3]=[CH:4][CH:5]=[CH:6][CH:7]=1, predict the reactants needed to synthesize it. The reactants are: [CH2:1]([N:8]1[CH2:13][CH2:12][C:11](=[O:14])[CH2:10][CH2:9]1)[C:2]1[CH:7]=[CH:6][CH:5]=[CH:4][CH:3]=1.[F:15][C:16]([Si](C)(C)C)([F:18])[F:17].[F-].C([N+](CCCC)(CCCC)CCCC)CCC.Cl. (2) Given the product [ClH:44].[CH3:23][C:20]1([CH3:24])[CH2:21][CH2:22][CH:17]([C:15]2[S:14][C:9]3[N:10]=[C:11]([CH3:13])[N:12]=[C:7]([CH2:6][NH:40][CH:37]4[CH2:38][CH2:39][S:34](=[O:42])(=[O:41])[CH2:35][CH2:36]4)[C:8]=3[CH:16]=2)[CH2:18][CH2:19]1, predict the reactants needed to synthesize it. The reactants are: CS(O[CH2:6][C:7]1[C:8]2[CH:16]=[C:15]([CH:17]3[CH2:22][CH2:21][C:20]([CH3:24])([CH3:23])[CH2:19][CH2:18]3)[S:14][C:9]=2[N:10]=[C:11]([CH3:13])[N:12]=1)(=O)=O.CCN(C(C)C)C(C)C.[S:34]1(=[O:42])(=[O:41])[CH2:39][CH2:38][CH:37]([NH2:40])[CH2:36][CH2:35]1.[NH4+].[Cl-:44]. (3) Given the product [CH2:1]([N:5]1[CH:9]=[C:8]([C:10]2[CH:15]=[CH:14][C:13]([Cl:16])=[CH:12][C:11]=2[Cl:17])[N:7]=[C:6]1[C@@H:18]([NH:27][C:28]([C@H:30]1[CH2:35][CH2:34][C@H:33]([CH2:36][CH3:37])[CH2:32][CH2:31]1)=[O:29])[CH2:19][C:20]1[CH:21]=[CH:22][C:23]([O:26][CH2:39][C:40]2[CH:49]=[CH:48][C:43]([C:44]([OH:46])=[O:45])=[CH:42][CH:41]=2)=[CH:24][CH:25]=1)/[CH:2]=[CH:3]/[CH3:4], predict the reactants needed to synthesize it. The reactants are: [CH2:1]([N:5]1[CH:9]=[C:8]([C:10]2[CH:15]=[CH:14][C:13]([Cl:16])=[CH:12][C:11]=2[Cl:17])[N:7]=[C:6]1[C@@H:18]([NH:27][C:28]([C@H:30]1[CH2:35][CH2:34][C@H:33]([CH2:36][CH3:37])[CH2:32][CH2:31]1)=[O:29])[CH2:19][C:20]1[CH:25]=[CH:24][C:23]([OH:26])=[CH:22][CH:21]=1)/[CH:2]=[CH:3]/[CH3:4].Br[CH2:39][C:40]1[CH:49]=[CH:48][C:43]([C:44]([O:46]C)=[O:45])=[CH:42][CH:41]=1. (4) Given the product [NH2:30][C@@H:31]1[C:47]2[CH:48]=[C:43]([CH:44]=[CH:45][N:46]=2)[N:42]2[C:38](=[CH:39][C:40]([C:49]([O:51][CH2:52][CH3:53])=[O:50])=[N:41]2)[NH:37][C:36](=[O:54])[C@H:35]([CH3:55])[CH2:34][CH2:33][CH2:32]1.[NH2:3][C@@H:4]1[C:20]2[CH:21]=[C:16]([CH:17]=[CH:18][N:19]=2)[N:15]2[C:11](=[CH:12][C:13]([C:22]([O:24][CH3:25])=[O:23])=[N:14]2)[NH:10][C:9](=[O:26])[C@H:8]([CH3:27])[CH2:7][CH2:6][CH2:5]1, predict the reactants needed to synthesize it. The reactants are: Cl.Cl.[NH2:3][C@@H:4]1[C:20]2[CH:21]=[C:16]([CH:17]=[CH:18][N:19]=2)[N:15]2[C:11](=[CH:12][C:13]([C:22]([O:24][CH3:25])=[O:23])=[N:14]2)[NH:10][C:9](=[O:26])[C@H:8]([CH3:27])[CH2:7][CH2:6][CH2:5]1.Cl.Cl.[NH2:30][C@@H:31]1[C:47]2[CH:48]=[C:43]([CH:44]=[CH:45][N:46]=2)[N:42]2[C:38](=[CH:39][C:40]([C:49]([O:51][CH2:52][CH3:53])=[O:50])=[N:41]2)[NH:37][C:36](=[O:54])[C@H:35]([CH3:55])[CH2:34][CH2:33][CH2:32]1. (5) Given the product [Cl:3][CH2:4][C:5]1[O:6][CH:7]=[C:8]([C:10]([O:13][CH3:14])([CH3:11])[CH3:12])[N:9]=1, predict the reactants needed to synthesize it. The reactants are: N#N.[Cl:3][CH2:4][C:5]1[O:6][CH:7]=[C:8]([C:10]([OH:13])([CH3:12])[CH3:11])[N:9]=1.[CH3:14]I. (6) Given the product [CH2:1]([O:8][C:9]1[CH:10]=[CH:11][C:12]([C@H:15]2[N:41]([C:42]3[CH:43]=[CH:44][C:45]([F:48])=[CH:46][CH:47]=3)[C:17](=[O:18])[C@@H:16]2[CH2:31]/[CH:32]=[CH:33]\[C:34]2[CH:35]=[CH:36][C:37]([F:40])=[CH:38][CH:39]=2)=[CH:13][CH:14]=1)[C:2]1[CH:3]=[CH:4][CH:5]=[CH:6][CH:7]=1, predict the reactants needed to synthesize it. The reactants are: [CH2:1]([O:8][C:9]1[CH:14]=[CH:13][C:12]([C@@H:15]([NH:41][C:42]2[CH:47]=[CH:46][C:45]([F:48])=[CH:44][CH:43]=2)[C@@H:16]([CH2:31]/[CH:32]=[CH:33]\[C:34]2[CH:39]=[CH:38][C:37]([F:40])=[CH:36][CH:35]=2)[C:17](N2[C@@H](C3C=CC=CC=3)COC2=O)=[O:18])=[CH:11][CH:10]=1)[C:2]1[CH:7]=[CH:6][CH:5]=[CH:4][CH:3]=1.